From a dataset of Catalyst prediction with 721,799 reactions and 888 catalyst types from USPTO. Predict which catalyst facilitates the given reaction. (1) Reactant: [Cl:1][C:2]1[CH:3]=[C:4]([CH:11]=[CH:12][C:13]=1[Cl:14])[C:5](N(OC)C)=[O:6].[CH2:15]([O:18][CH:19]1[CH2:24][CH2:23][CH2:22][CH2:21][O:20]1)[C:16]#[CH:17].C[Si]([N-][Si](C)(C)C)(C)C.[Li+]. Product: [Cl:1][C:2]1[CH:3]=[C:4]([C:5](=[O:6])[C:17]#[C:16][CH2:15][O:18][CH:19]2[CH2:24][CH2:23][CH2:22][CH2:21][O:20]2)[CH:11]=[CH:12][C:13]=1[Cl:14]. The catalyst class is: 1. (2) Reactant: [CH2:1]([O:5][C@H:6]1[CH2:10][NH:9][C@H:8]([CH2:11][CH2:12][CH2:13][CH:14]([CH3:16])[CH3:15])[CH2:7]1)[CH:2]([CH3:4])[CH3:3].C(N(CC)CC)C.[CH2:24]([O:31][C:32]([CH2:34][C:35]1[CH:36]=[C:37]([CH:41]=[CH:42][C:43]=1[O:44][CH2:45][CH:46]([CH3:48])[CH3:47])[C:38](Cl)=[O:39])=[O:33])[C:25]1[CH:30]=[CH:29][CH:28]=[CH:27][CH:26]=1.Cl. Product: [CH2:45]([O:44][C:43]1[CH:42]=[CH:41][C:37]([C:38]([N:9]2[CH2:10][C@H:6]([O:5][CH2:1][CH:2]([CH3:4])[CH3:3])[CH2:7][C@H:8]2[CH2:11][CH2:12][CH2:13][CH:14]([CH3:16])[CH3:15])=[O:39])=[CH:36][C:35]=1[CH2:34][C:32]([O:31][CH2:24][C:25]1[CH:26]=[CH:27][CH:28]=[CH:29][CH:30]=1)=[O:33])[CH:46]([CH3:48])[CH3:47]. The catalyst class is: 253. (3) Reactant: [Br:1][C:2]1[CH:7]=[CH:6][CH:5]=[CH:4][C:3]=1[C:8]1[N:9]=[CH:10][NH:11][CH:12]=1.[C:13](Cl)([C:26]1[CH:31]=[CH:30][CH:29]=[CH:28][CH:27]=1)([C:20]1[CH:25]=[CH:24][CH:23]=[CH:22][CH:21]=1)[C:14]1[CH:19]=[CH:18][CH:17]=[CH:16][CH:15]=1. Product: [Br:1][C:2]1[CH:7]=[CH:6][CH:5]=[CH:4][C:3]=1[C:8]1[N:9]=[CH:10][N:11]([C:13]([C:14]2[CH:19]=[CH:18][CH:17]=[CH:16][CH:15]=2)([C:26]2[CH:27]=[CH:28][CH:29]=[CH:30][CH:31]=2)[C:20]2[CH:21]=[CH:22][CH:23]=[CH:24][CH:25]=2)[CH:12]=1. The catalyst class is: 31.